From a dataset of Forward reaction prediction with 1.9M reactions from USPTO patents (1976-2016). Predict the product of the given reaction. (1) Given the reactants [Br:1][C:2]1[CH:14]=[CH:13][C:12]2[C:11]3[C:6](=[CH:7][C:8]([Br:15])=[CH:9][CH:10]=3)[CH2:5][C:4]=2[CH:3]=1.[Br-].[CH2:17]1[CH2:24][O:23][S:20](=[O:22])(=[O:21])[CH2:19][CH2:18]1.[OH-:25].[Na+:26], predict the reaction product. The product is: [Na+:26].[Na+:26].[Br:1][C:2]1[CH:14]=[CH:13][C:12]2[C:11]3[C:6](=[CH:7][C:8]([Br:15])=[CH:9][CH:10]=3)[C:5]([CH2:24][CH2:17][CH2:18][CH2:19][S:20]([O-:22])(=[O:21])=[O:25])([CH2:24][CH2:17][CH2:18][CH2:19][S:20]([O-:23])(=[O:22])=[O:21])[C:4]=2[CH:3]=1. (2) Given the reactants [CH3:1][CH:2]([C:16]([OH:18])=[O:17])[C:3]1[CH:4]=[CH:5][C:6]([C:10]2[CH:11]=[CH:12][CH:13]=[CH:14][CH:15]=2)=[C:7]([F:9])[CH:8]=1.[N:19]1[CH:24]=[CH:23][C:22](/[CH:25]=[CH:26]/[C:27]2[CH:32]=[CH:31][N:30]=[CH:29][CH:28]=2)=[CH:21][CH:20]=1, predict the reaction product. The product is: [CH3:1][CH:2]([C:16]([OH:18])=[O:17])[C:3]1[CH:4]=[CH:5][C:6]([C:10]2[CH:15]=[CH:14][CH:13]=[CH:12][CH:11]=2)=[C:7]([F:9])[CH:8]=1.[N:19]1[CH:24]=[CH:23][C:22]([CH:25]=[CH:26][C:27]2[CH:28]=[CH:29][N:30]=[CH:31][CH:32]=2)=[CH:21][CH:20]=1.